This data is from TCR-epitope binding with 47,182 pairs between 192 epitopes and 23,139 TCRs. The task is: Binary Classification. Given a T-cell receptor sequence (or CDR3 region) and an epitope sequence, predict whether binding occurs between them. (1) The epitope is IPRRNVATL. The TCR CDR3 sequence is CASSLPTDTQYF. Result: 0 (the TCR does not bind to the epitope). (2) Result: 0 (the TCR does not bind to the epitope). The TCR CDR3 sequence is CASMGGAGELFF. The epitope is GPGHKARVL.